This data is from NCI-60 drug combinations with 297,098 pairs across 59 cell lines. The task is: Regression. Given two drug SMILES strings and cell line genomic features, predict the synergy score measuring deviation from expected non-interaction effect. (1) Drug 1: CS(=O)(=O)C1=CC(=C(C=C1)C(=O)NC2=CC(=C(C=C2)Cl)C3=CC=CC=N3)Cl. Drug 2: CC1C(C(CC(O1)OC2CC(CC3=C2C(=C4C(=C3O)C(=O)C5=C(C4=O)C(=CC=C5)OC)O)(C(=O)CO)O)N)O.Cl. Cell line: RPMI-8226. Synergy scores: CSS=43.2, Synergy_ZIP=-3.45, Synergy_Bliss=-3.95, Synergy_Loewe=-3.31, Synergy_HSA=-0.960. (2) Drug 2: CC1=C(C(=O)C2=C(C1=O)N3CC4C(C3(C2COC(=O)N)OC)N4)N. Cell line: M14. Synergy scores: CSS=43.2, Synergy_ZIP=-3.39, Synergy_Bliss=-3.08, Synergy_Loewe=-2.05, Synergy_HSA=-0.431. Drug 1: CN(CCCl)CCCl.Cl. (3) Drug 1: CC1C(C(CC(O1)OC2CC(CC3=C2C(=C4C(=C3O)C(=O)C5=C(C4=O)C(=CC=C5)OC)O)(C(=O)C)O)N)O.Cl. Drug 2: C#CCC(CC1=CN=C2C(=N1)C(=NC(=N2)N)N)C3=CC=C(C=C3)C(=O)NC(CCC(=O)O)C(=O)O. Cell line: COLO 205. Synergy scores: CSS=20.2, Synergy_ZIP=1.83, Synergy_Bliss=3.18, Synergy_Loewe=2.61, Synergy_HSA=1.85. (4) Drug 1: COC1=C(C=C2C(=C1)N=CN=C2NC3=CC(=C(C=C3)F)Cl)OCCCN4CCOCC4. Drug 2: CCC1=CC2CC(C3=C(CN(C2)C1)C4=CC=CC=C4N3)(C5=C(C=C6C(=C5)C78CCN9C7C(C=CC9)(C(C(C8N6C)(C(=O)OC)O)OC(=O)C)CC)OC)C(=O)OC.C(C(C(=O)O)O)(C(=O)O)O. Cell line: SNB-75. Synergy scores: CSS=41.3, Synergy_ZIP=-9.82, Synergy_Bliss=-1.46, Synergy_Loewe=1.81, Synergy_HSA=2.29.